This data is from Full USPTO retrosynthesis dataset with 1.9M reactions from patents (1976-2016). The task is: Predict the reactants needed to synthesize the given product. (1) The reactants are: [Si:1]([O:8]S(C(F)(F)F)(=O)=O)([C:4]([CH3:7])([CH3:6])[CH3:5])([CH3:3])[CH3:2].[Br:16][C:17]1[CH:22]=[CH:21][C:20]([CH:23](O)[CH2:24][CH2:25][CH2:26][CH2:27][CH3:28])=[CH:19][CH:18]=1.N1C(C)=CC=CC=1C.C(=O)(O)[O-].[Na+]. Given the product [Br:16][C:17]1[CH:22]=[CH:21][C:20]([CH:23]([O:8][Si:1]([C:4]([CH3:7])([CH3:6])[CH3:5])([CH3:3])[CH3:2])[CH2:24][CH2:25][CH2:26][CH2:27][CH3:28])=[CH:19][CH:18]=1, predict the reactants needed to synthesize it. (2) Given the product [F:1][C:2]1[CH:3]=[CH:4][C:5]([C:8]2[N:9]=[C:10]3[C:15]([CH3:16])=[C:14]([CH3:17])[C:13]([N:18]4[CH2:23][CH2:22][N:21]([C:35]([O:36][C:37]([CH3:40])([CH3:39])[CH3:38])=[O:41])[CH2:20][CH2:19]4)=[N:12][N:11]3[C:24]=2[I:25])=[CH:6][CH:7]=1, predict the reactants needed to synthesize it. The reactants are: [F:1][C:2]1[CH:7]=[CH:6][C:5]([C:8]2[N:9]=[C:10]3[C:15]([CH3:16])=[C:14]([CH3:17])[C:13]([N:18]4[CH2:23][CH2:22][NH:21][CH2:20][CH2:19]4)=[N:12][N:11]3[C:24]=2[I:25])=[CH:4][CH:3]=1.CN(C1C=CC=CN=1)C.[C:35](=O)([O:41]C(C)(C)C)[O:36][C:37]([CH3:40])([CH3:39])[CH3:38]. (3) Given the product [CH:18]([Si:21]([CH:25]([CH3:27])[CH3:26])([CH:22]([CH3:24])[CH3:23])[O:1][CH2:2][C:3]1[S:7][C:6]([C:8]([OH:10])=[O:9])=[CH:5][CH:4]=1)([CH3:20])[CH3:19], predict the reactants needed to synthesize it. The reactants are: [OH:1][CH2:2][C:3]1[S:7][C:6]([C:8]([O:10]C)=[O:9])=[CH:5][CH:4]=1.N1C=CC=CC=1.[CH:18]([Si:21](Cl)([CH:25]([CH3:27])[CH3:26])[CH:22]([CH3:24])[CH3:23])([CH3:20])[CH3:19].O. (4) Given the product [F:1][C:2]1[CH:10]=[C:9]2[C:5]([C:6]([C:20]3[CH:24]=[N:23][N:22]([CH2:32][CH2:33][N:34]4[CH2:38][CH2:37][CH2:36][CH2:35]4)[CH:21]=3)=[CH:7][N:8]2[S:11]([C:14]2[CH:15]=[CH:16][CH:17]=[CH:18][CH:19]=2)(=[O:12])=[O:13])=[CH:4][CH:3]=1, predict the reactants needed to synthesize it. The reactants are: [F:1][C:2]1[CH:10]=[C:9]2[C:5]([C:6]([C:20]3[CH:21]=[N:22][NH:23][CH:24]=3)=[CH:7][N:8]2[S:11]([C:14]2[CH:19]=[CH:18][CH:17]=[CH:16][CH:15]=2)(=[O:13])=[O:12])=[CH:4][CH:3]=1.C([O-])([O-])=O.[Cs+].[Cs+].Cl[CH2:32][CH2:33][N:34]1[CH2:38][CH2:37][CH2:36][CH2:35]1. (5) Given the product [C:44]1(=[O:53])[N:43]([O:42][CH2:41][CH2:40][O:39][CH2:38][CH2:37][O:36][CH2:35][CH2:34][O:33][CH2:32][CH2:31][OH:30])[C:47](=[O:48])[C:46]2=[CH:49][CH:50]=[CH:51][CH:52]=[C:45]12, predict the reactants needed to synthesize it. The reactants are: ClC(Cl)C(O)=O.CO.COC1C=CC(C([O:30][CH2:31][CH2:32][O:33][CH2:34][CH2:35][O:36][CH2:37][CH2:38][O:39][CH2:40][CH2:41][O:42][N:43]2[C:47](=[O:48])[C:46]3=[CH:49][CH:50]=[CH:51][CH:52]=[C:45]3[C:44]2=[O:53])(C2C=CC=CC=2)C2C=CC(OC)=CC=2)=CC=1. (6) Given the product [C:12]([N:15]1[C:24]2[C:19](=[CH:20][C:21]([O:11][CH2:10][CH2:9][O:8][Si:1]([C:4]([CH3:6])([CH3:7])[CH3:5])([CH3:3])[CH3:2])=[CH:22][CH:23]=2)[C@H:18]([NH:26][C:27](=[O:36])[O:28][CH2:29][C:30]2[CH:35]=[CH:34][CH:33]=[CH:32][CH:31]=2)[C@@H:17]([CH3:37])[C@@H:16]1[CH:38]1[CH2:39][CH2:40]1)(=[O:14])[CH3:13], predict the reactants needed to synthesize it. The reactants are: [Si:1]([O:8][CH2:9][CH2:10][OH:11])([C:4]([CH3:7])([CH3:6])[CH3:5])([CH3:3])[CH3:2].[C:12]([N:15]1[C:24]2[C:19](=[CH:20][C:21](Br)=[CH:22][CH:23]=2)[C@H:18]([NH:26][C:27](=[O:36])[O:28][CH2:29][C:30]2[CH:35]=[CH:34][CH:33]=[CH:32][CH:31]=2)[C@@H:17]([CH3:37])[C@@H:16]1[CH:38]1[CH2:40][CH2:39]1)(=[O:14])[CH3:13].C12(P(C34CC5CC(CC(C5)C3)C4)C3N(C4C(C5C=CC=CC=5)=NN(C5C=CC=CC=5)C=4C4C=CC=CC=4)N=CC=3)CC3CC(CC(C3)C1)C2.C([O-])([O-])=O.[Cs+].[Cs+]. (7) Given the product [I-:32].[CH2:1]([N+:8]1([CH3:33])[CH2:12][CH2:11][C@@H:10]([NH:13][C:14]([O:15][CH:16]([C:24]2[CH:29]=[CH:28][CH:27]=[C:26]([F:30])[CH:25]=2)[C:17]2[CH:22]=[CH:21][CH:20]=[C:19]([F:23])[CH:18]=2)=[O:31])[CH2:9]1)[C:2]1[CH:7]=[CH:6][CH:5]=[CH:4][CH:3]=1, predict the reactants needed to synthesize it. The reactants are: [CH2:1]([N:8]1[CH2:12][CH2:11][C@@H:10]([NH:13][C:14](=[O:31])[O:15][CH:16]([C:24]2[CH:29]=[CH:28][CH:27]=[C:26]([F:30])[CH:25]=2)[C:17]2[CH:22]=[CH:21][CH:20]=[C:19]([F:23])[CH:18]=2)[CH2:9]1)[C:2]1[CH:7]=[CH:6][CH:5]=[CH:4][CH:3]=1.[I:32][CH3:33].